Dataset: Reaction yield outcomes from USPTO patents with 853,638 reactions. Task: Predict the reaction yield, written as a fraction of the theoretical maximum amount of product (1.0 means a 100% yield; for example, 0.34 means a 34% yield). (1) The reactants are [C:1]1(C)C=[CH:5][C:4](S(O)(=O)=O)=[CH:3][CH:2]=1.[O:12]1[CH:17]=[CH:16][CH2:15][CH2:14][CH2:13]1.[OH:18][C@@H:19]1[CH2:43][CH2:42][C@@:41]2([CH3:44])[C@H:21]([CH2:22][C@@H:23]([OH:46])[C@@H:24]3[C@@H:40]2[CH2:39][CH2:38][C@@:37]2([CH3:45])[C@H:25]3[CH2:26][CH2:27][C@@H:28]2[C@H:29]([CH3:36])[CH2:30][CH2:31][C:32]([O:34][CH3:35])=[O:33])[CH2:20]1.[OH2:47]. The catalyst is O1CCOCC1. The product is [O:12]1[CH2:13][CH2:14][CH2:15][CH2:16][CH:17]1[O:18][C@@H:19]1[CH2:43][CH2:42][C@@:41]2([CH3:44])[C@H:21]([CH2:22][C@@H:23]([O:46][CH:5]3[CH2:4][CH2:3][CH2:2][CH2:1][O:47]3)[C@@H:24]3[C@@H:40]2[CH2:39][CH2:38][C@@:37]2([CH3:45])[C@H:25]3[CH2:26][CH2:27][C@@H:28]2[C@H:29]([CH3:36])[CH2:30][CH2:31][C:32]([O:34][CH3:35])=[O:33])[CH2:20]1. The yield is 0.900. (2) The reactants are [N:1]1([CH2:7][CH2:8][CH2:9][C:10]([C:12]2[CH:17]=[CH:16][CH:15]=[C:14]([O:18][CH2:19][C:20]3[CH:25]=[CH:24][CH:23]=[CH:22][CH:21]=3)[CH:13]=2)=[O:11])[CH2:6][CH2:5][O:4][CH2:3][CH2:2]1.[H-].[Na+].[CH3:28]I. The catalyst is C1COCC1. The product is [CH3:28][CH:9]([CH2:8][CH2:7][N:1]1[CH2:2][CH2:3][O:4][CH2:5][CH2:6]1)[C:10]([C:12]1[CH:17]=[CH:16][CH:15]=[C:14]([O:18][CH2:19][C:20]2[CH:21]=[CH:22][CH:23]=[CH:24][CH:25]=2)[CH:13]=1)=[O:11]. The yield is 0.810. (3) The reactants are Cl.[Br:2][C:3]1[CH:8]=[CH:7][N:6]=[CH:5][CH:4]=1.[Li+].CC([N-]C(C)C)C.I[C:18]1[CH:23]=[CH:22][CH:21]=[CH:20][CH:19]=1. The catalyst is C1COCC1.[Cl-].[NH4+].[Cl-].[Cl-].[Zn+2].C1C=CC([P]([Pd]([P](C2C=CC=CC=2)(C2C=CC=CC=2)C2C=CC=CC=2)([P](C2C=CC=CC=2)(C2C=CC=CC=2)C2C=CC=CC=2)[P](C2C=CC=CC=2)(C2C=CC=CC=2)C2C=CC=CC=2)(C2C=CC=CC=2)C2C=CC=CC=2)=CC=1. The product is [Br:2][C:3]1[CH:8]=[CH:7][N:6]=[CH:5][C:4]=1[C:18]1[CH:23]=[CH:22][CH:21]=[CH:20][CH:19]=1. The yield is 0.620. (4) The reactants are Cl[C:2]1[CH:7]=[C:6]([C:8]2[CH:13]=[CH:12][CH:11]=[C:10]([Cl:14])[CH:9]=2)[N:5]=[C:4]2[CH2:15][CH2:16][CH2:17][C:3]=12.[NH2:18][C:19]1[CH:24]=[CH:23][C:22]([CH2:25][C@H:26]([OH:28])[CH3:27])=[CH:21][CH:20]=1. No catalyst specified. The product is [Cl:14][C:10]1[CH:9]=[C:8]([C:6]2[N:5]=[C:4]3[CH2:15][CH2:16][CH2:17][C:3]3=[C:2]([NH:18][C:19]3[CH:20]=[CH:21][C:22]([CH2:25][C@H:26]([OH:28])[CH3:27])=[CH:23][CH:24]=3)[CH:7]=2)[CH:13]=[CH:12][CH:11]=1. The yield is 0.220.